Task: Regression. Given two drug SMILES strings and cell line genomic features, predict the synergy score measuring deviation from expected non-interaction effect.. Dataset: NCI-60 drug combinations with 297,098 pairs across 59 cell lines Drug 1: C1CC(=O)NC(=O)C1N2CC3=C(C2=O)C=CC=C3N. Drug 2: CC1=CC=C(C=C1)C2=CC(=NN2C3=CC=C(C=C3)S(=O)(=O)N)C(F)(F)F. Cell line: EKVX. Synergy scores: CSS=7.00, Synergy_ZIP=-3.64, Synergy_Bliss=-1.54, Synergy_Loewe=0.757, Synergy_HSA=0.771.